Dataset: Catalyst prediction with 721,799 reactions and 888 catalyst types from USPTO. Task: Predict which catalyst facilitates the given reaction. (1) Reactant: CC1C=CC(S(O)(=O)=O)=CC=1.[F:12][C:13]1[CH:18]=[CH:17][C:16]([C:19]2[O:20][C:21]3[CH:31]=[CH:30][C:29]([OH:32])=[C:28]([CH2:33][C:34]([CH3:36])=[CH2:35])[C:22]=3[C:23]=2[C:24]([O:26][CH3:27])=[O:25])=[CH:15][CH:14]=1. Product: [F:12][C:13]1[CH:18]=[CH:17][C:16]([C:19]2[O:20][C:21]3[CH:31]=[CH:30][C:29]4[O:32][C:34]([CH3:36])([CH3:35])[CH2:33][C:28]=4[C:22]=3[C:23]=2[C:24]([O:26][CH3:27])=[O:25])=[CH:15][CH:14]=1. The catalyst class is: 260. (2) Reactant: [N+:1]([C:4]1[CH:5]=[C:6]([CH:8]=[C:9]([C:11]([F:14])([F:13])[F:12])[CH:10]=1)[NH2:7])([O-:3])=[O:2].[CH3:15][S:16](Cl)(=[O:18])=[O:17].C(=O)(O)[O-].[Na+]. Product: [N+:1]([C:4]1[CH:5]=[C:6]([NH:7][S:16]([CH3:15])(=[O:18])=[O:17])[CH:8]=[C:9]([C:11]([F:12])([F:13])[F:14])[CH:10]=1)([O-:3])=[O:2]. The catalyst class is: 17. (3) Reactant: [CH3:1][O:2][CH2:3][CH2:4][N:5]1[C:9]2[CH:10]=[CH:11][C:12]([C:14](O)=[O:15])=[CH:13][C:8]=2[N:7]=[C:6]1[NH:17][C:18]1[S:19][C:20]2[CH:26]=[C:25]([O:27][C:28]([F:31])([F:30])[F:29])[CH:24]=[CH:23][C:21]=2[N:22]=1.[CH2:32]([O:34][CH2:35][CH2:36][NH2:37])[CH3:33].CN(C(ON1N=NC2C=CC=CC1=2)=[N+](C)C)C.F[P-](F)(F)(F)(F)F.CCN(C(C)C)C(C)C. Product: [CH2:32]([O:34][CH2:35][CH2:36][NH:37][C:14]([C:12]1[CH:11]=[CH:10][C:9]2[N:5]([CH2:4][CH2:3][O:2][CH3:1])[C:6]([NH:17][C:18]3[S:19][C:20]4[CH:26]=[C:25]([O:27][C:28]([F:29])([F:31])[F:30])[CH:24]=[CH:23][C:21]=4[N:22]=3)=[N:7][C:8]=2[CH:13]=1)=[O:15])[CH3:33]. The catalyst class is: 3. (4) Reactant: [NH2:1][C@@H:2]1[C:11]2[C:6](=[CH:7][CH:8]=[CH:9][CH:10]=2)[C@H:5]([OH:12])[CH2:4][CH2:3]1.[H-].[Na+].F[C:16]1[CH:17]=[CH:18][C:19]2[N:20]([C:22]([N:25]3[CH2:30][CH2:29][CH2:28][CH2:27][C@@H:26]3[CH3:31])=[N:23][N:24]=2)[CH:21]=1.N. Product: [CH3:31][C@H:26]1[CH2:27][CH2:28][CH2:29][CH2:30][N:25]1[C:22]1[N:20]2[CH:21]=[C:16]([O:12][C@H:5]3[C:6]4[C:11](=[CH:10][CH:9]=[CH:8][CH:7]=4)[C@@H:2]([NH2:1])[CH2:3][CH2:4]3)[CH:17]=[CH:18][C:19]2=[N:24][N:23]=1. The catalyst class is: 655.